From a dataset of Reaction yield outcomes from USPTO patents with 853,638 reactions. Predict the reaction yield, written as a fraction of the theoretical maximum amount of product (1.0 means a 100% yield; for example, 0.34 means a 34% yield). (1) The reactants are S(=O)(=O)(O)O.[C:6]1(=[O:11])[O:10][CH2:9][CH2:8][CH2:7]1.[CH:12](OCC)([O:16][CH2:17][CH3:18])OCC.[CH2:22](O)C. No catalyst specified. The product is [CH2:12]([O:16][CH2:17][CH2:18][CH2:7][C:6]([O:10][CH2:9][CH3:8])=[O:11])[CH3:22]. The yield is 0.950. (2) The reactants are [CH3:1][N:2]1[C:6]([CH2:7][C:8](O)=[O:9])=[CH:5][C:4]([C:11]2[CH:16]=[CH:15][C:14]([O:17][C:18]([F:21])([F:20])[F:19])=[CH:13][CH:12]=2)=[N:3]1. The catalyst is O1CCCC1. The product is [CH3:1][N:2]1[C:6]([CH2:7][CH2:8][OH:9])=[CH:5][C:4]([C:11]2[CH:16]=[CH:15][C:14]([O:17][C:18]([F:19])([F:20])[F:21])=[CH:13][CH:12]=2)=[N:3]1. The yield is 0.530. (3) The reactants are CN(C)C(N(C)C)=N.[C:9]([O:13][C:14]([NH:16][CH:17](P(OC)(OC)=O)[C:18]([O:20][CH3:21])=[O:19])=[O:15])([CH3:12])([CH3:11])[CH3:10].[N:28]1[CH:33]=[CH:32][CH:31]=[CH:30][C:29]=1[CH:34]=O. The catalyst is O1CCCC1. The product is [C:9]([O:13][C:14]([NH:16][C:17](=[CH:34][C:29]1[CH:30]=[CH:31][CH:32]=[CH:33][N:28]=1)[C:18]([O:20][CH3:21])=[O:19])=[O:15])([CH3:10])([CH3:11])[CH3:12]. The yield is 0.950. (4) The reactants are [N:1]1[C:2]([CH2:10][C:11]#[N:12])=[N:3][N:4]2[CH:9]=[CH:8][CH:7]=[CH:6][C:5]=12.B.C1COCC1. The catalyst is C1COCC1. The product is [N:1]1[C:2]([CH2:10][CH2:11][NH2:12])=[N:3][N:4]2[CH:9]=[CH:8][CH:7]=[CH:6][C:5]=12. The yield is 0.390.